From a dataset of Peptide-MHC class I binding affinity with 185,985 pairs from IEDB/IMGT. Regression. Given a peptide amino acid sequence and an MHC pseudo amino acid sequence, predict their binding affinity value. This is MHC class I binding data. The peptide sequence is TLSRVWGNK. The MHC is HLA-A33:01 with pseudo-sequence HLA-A33:01. The binding affinity (normalized) is 0.308.